From a dataset of Peptide-MHC class II binding affinity with 134,281 pairs from IEDB. Regression. Given a peptide amino acid sequence and an MHC pseudo amino acid sequence, predict their binding affinity value. This is MHC class II binding data. (1) The binding affinity (normalized) is 0. The MHC is HLA-DQA10401-DQB10402 with pseudo-sequence HLA-DQA10401-DQB10402. The peptide sequence is STEQNVPDPQVGITT. (2) The peptide sequence is GSFIIDGKSRKECPF. The MHC is DRB1_0701 with pseudo-sequence DRB1_0701. The binding affinity (normalized) is 0.395. (3) The peptide sequence is KFPKFNRVFEIEFDI. The MHC is DRB1_0405 with pseudo-sequence DRB1_0405. The binding affinity (normalized) is 0.704. (4) The peptide sequence is AVTFVNAPALAAERG. The MHC is HLA-DQA10401-DQB10402 with pseudo-sequence HLA-DQA10401-DQB10402. The binding affinity (normalized) is 0.250. (5) The peptide sequence is EYQVFRNRLRKGEIE. The binding affinity (normalized) is 0.296. The MHC is DRB1_0101 with pseudo-sequence DRB1_0101. (6) The peptide sequence is ALSVLVGLTAATVAI. The MHC is DRB1_0901 with pseudo-sequence DRB1_0901. The binding affinity (normalized) is 0.617. (7) The peptide sequence is SRSFLKHSLLRTQRL. The MHC is HLA-DQA10301-DQB10302 with pseudo-sequence HLA-DQA10301-DQB10302. The binding affinity (normalized) is 0.